This data is from Catalyst prediction with 721,799 reactions and 888 catalyst types from USPTO. The task is: Predict which catalyst facilitates the given reaction. (1) Reactant: C([O:4][CH2:5][C:6]([CH2:18][CH2:19][C:20]1([CH2:26][CH2:27][N:28]2[CH2:33][CH2:32][CH:31]([N:34]([C:42]3[CH:47]=[CH:46][C:45]([CH3:48])=[CH:44][CH:43]=3)[C:35]([C:37]3[O:38][CH:39]=[CH:40][CH:41]=3)=[O:36])[CH2:30][CH2:29]2)[CH2:25][CH2:24][CH2:23][CH2:22][CH2:21]1)([CH2:12][CH2:13][O:14]C(=O)C)[CH2:7][O:8]C(=O)C)(=O)C.C(=O)([O-])[O-].[K+].[K+]. Product: [OH:14][CH2:13][CH2:12][C:6]([CH2:5][OH:4])([CH2:7][OH:8])[CH2:18][CH2:19][C:20]1([CH2:26][CH2:27][N:28]2[CH2:29][CH2:30][CH:31]([N:34]([C:42]3[CH:43]=[CH:44][C:45]([CH3:48])=[CH:46][CH:47]=3)[C:35]([C:37]3[O:38][CH:39]=[CH:40][CH:41]=3)=[O:36])[CH2:32][CH2:33]2)[CH2:21][CH2:22][CH2:23][CH2:24][CH2:25]1. The catalyst class is: 5. (2) Reactant: [C:1]([N:4]1[C:13]2[C:8](=[CH:9][C:10]([C:14]3[CH:23]=[CH:22][C:17]([C:18]([O:20]C)=[O:19])=[CH:16][CH:15]=3)=[CH:11][CH:12]=2)[C@H:7]([NH:24][C:25]([O:27][C:28]([CH3:31])([CH3:30])[CH3:29])=[O:26])[CH2:6][C@@H:5]1[CH3:32])(=[O:3])[CH3:2].[OH-].[Li+].C(O)(=O)C. Product: [C:1]([N:4]1[C:13]2[C:8](=[CH:9][C:10]([C:14]3[CH:23]=[CH:22][C:17]([C:18]([OH:20])=[O:19])=[CH:16][CH:15]=3)=[CH:11][CH:12]=2)[C@H:7]([NH:24][C:25]([O:27][C:28]([CH3:31])([CH3:30])[CH3:29])=[O:26])[CH2:6][C@@H:5]1[CH3:32])(=[O:3])[CH3:2]. The catalyst class is: 5. (3) Product: [CH3:2][O:3][C:4](=[O:29])[C@@H:5]([NH:8][C:9]([C:11]1[S:12][C:13]([C:18](=[O:28])[NH:19][CH2:20][C:21]2[CH:26]=[CH:25][CH:24]=[C:23]([OH:27])[CH:22]=2)=[CH:14][C:15]=1[C:16]#[N:17])=[O:10])[CH2:6][NH:7][C:76]([C:72]1[S:71][CH:75]=[CH:74][CH:73]=1)=[O:77]. The catalyst class is: 31. Reactant: Cl.[CH3:2][O:3][C:4](=[O:29])[C@@H:5]([NH:8][C:9]([C:11]1[S:12][C:13]([C:18](=[O:28])[NH:19][CH2:20][C:21]2[CH:26]=[CH:25][CH:24]=[C:23]([OH:27])[CH:22]=2)=[CH:14][C:15]=1[C:16]#[N:17])=[O:10])[CH2:6][NH2:7].C(N(CC)CC)C.CN(C(ON1N=NC2C=CC=CC1=2)=[N+](C)C)C.F[P-](F)(F)(F)(F)F.C1C=CC2N(O)N=NC=2C=1.[S:71]1[CH:75]=[CH:74][CH:73]=[C:72]1[C:76](O)=[O:77]. (4) Reactant: [CH3:1][C:2]([CH3:22])=[CH:3][CH2:4][CH2:5]/[C:6](/[CH3:21])=[CH:7]/[CH2:8][CH2:9]/[C:10](/[CH3:20])=[CH:11]/[CH2:12][S:13][CH2:14][C@H:15]([NH2:19])[C:16]([OH:18])=[O:17].C([O-])([O-])=O.[K+].[K+].[C:29]1(=[O:35])[O:34][C:32](=[O:33])[CH:31]=[CH:30]1.Cl. Product: [C:16]([C@@H:15]([NH:19][C:29](=[O:35])/[CH:30]=[CH:31]/[C:32]([OH:34])=[O:33])[CH2:14][S:13][CH2:12]/[CH:11]=[C:10](\[CH3:20])/[CH2:9][CH2:8]/[CH:7]=[C:6](\[CH3:21])/[CH2:5][CH2:4][CH:3]=[C:2]([CH3:22])[CH3:1])([OH:18])=[O:17]. The catalyst class is: 1. (5) Reactant: [CH3:1][C:2]1[CH:3]=[C:4]2[C:13](=[CH:14][C:15]=1[CH2:16][OH:17])[C:12]1[N:8]([CH:9]=[C:10]([C:18]3[N:22]([CH:23]([CH3:25])[CH3:24])[N:21]=[CH:20][N:19]=3)[N:11]=1)[CH2:7][CH2:6][O:5]2.IC1C=CC=CC=1C(O)=O. Product: [CH3:1][C:2]1[CH:3]=[C:4]2[C:13](=[CH:14][C:15]=1[CH:16]=[O:17])[C:12]1[N:8]([CH:9]=[C:10]([C:18]3[N:22]([CH:23]([CH3:25])[CH3:24])[N:21]=[CH:20][N:19]=3)[N:11]=1)[CH2:7][CH2:6][O:5]2. The catalyst class is: 25.